From a dataset of Reaction yield outcomes from USPTO patents with 853,638 reactions. Predict the reaction yield, written as a fraction of the theoretical maximum amount of product (1.0 means a 100% yield; for example, 0.34 means a 34% yield). (1) The reactants are [C:1]([O:9][C@H:10]1[CH2:14][C@@H:13]([O:15]CC2C=CC=CC=2)[CH2:12][C@@H:11]1[C:23]1[N:27]([CH3:28])[N:26]=[CH:25][CH:24]=1)(=[O:8])[C:2]1[CH:7]=[CH:6][CH:5]=[CH:4][CH:3]=1. The catalyst is [C].[Pd].C(O)C. The product is [C:1]([O:9][C@H:10]1[CH2:14][C@@H:13]([OH:15])[CH2:12][C@@H:11]1[C:23]1[N:27]([CH3:28])[N:26]=[CH:25][CH:24]=1)(=[O:8])[C:2]1[CH:3]=[CH:4][CH:5]=[CH:6][CH:7]=1. The yield is 0.910. (2) The reactants are [C:1]([Si:5]([CH3:13])([CH3:12])[O:6][CH2:7][CH2:8][CH:9]1[CH2:11][O:10]1)([CH3:4])([CH3:3])[CH3:2].[F:14][C:15]1[CH:16]=[C:17]([CH:19]=[CH:20][C:21]=1[CH3:22])[NH2:18]. The catalyst is CC#N. The product is [C:1]([Si:5]([CH3:13])([CH3:12])[O:6][CH2:7][CH2:8][CH:9]([OH:10])[CH2:11][NH:18][C:17]1[CH:19]=[CH:20][C:21]([CH3:22])=[C:15]([F:14])[CH:16]=1)([CH3:4])([CH3:3])[CH3:2]. The yield is 0.860. (3) The reactants are [C:1]([NH:4][NH:5][C:6]([C:8]1[NH:9][C:10]2[C:15]([CH:16]=1)=[CH:14][CH:13]=[CH:12][C:11]=2[NH:17][S:18]([C:21]1[S:22][CH:23]=[CH:24][CH:25]=1)(=[O:20])=[O:19])=O)(=O)[CH3:2].COC1C=CC(P2(SP(C3C=CC(OC)=CC=3)(=S)S2)=[S:35])=CC=1. The catalyst is O1CCCC1. The product is [CH3:2][C:1]1[S:35][C:6]([C:8]2[NH:9][C:10]3[C:15]([CH:16]=2)=[CH:14][CH:13]=[CH:12][C:11]=3[NH:17][S:18]([C:21]2[S:22][CH:23]=[CH:24][CH:25]=2)(=[O:20])=[O:19])=[N:5][N:4]=1. The yield is 0.710. (4) The reactants are [F:1][C:2]1[CH:7]=[CH:6][C:5]([C:8]2[C:13]([C:14]([O:16][CH3:17])=[O:15])=[C:12]([CH:18]([CH3:20])[CH3:19])[N:11]=[C:10]([OH:21])[N:9]=2)=[CH:4][CH:3]=1.C(N(CC)CC)C.C1(C)C=CC=CC=1.[F:36][C:37]([F:50])([F:49])[S:38](O[S:38]([C:37]([F:50])([F:49])[F:36])(=[O:40])=[O:39])(=[O:40])=[O:39]. The catalyst is O. The product is [F:1][C:2]1[CH:3]=[CH:4][C:5]([C:8]2[C:13]([C:14]([O:16][CH3:17])=[O:15])=[C:12]([CH:18]([CH3:19])[CH3:20])[N:11]=[C:10]([O:21][S:38]([C:37]([F:50])([F:49])[F:36])(=[O:40])=[O:39])[N:9]=2)=[CH:6][CH:7]=1. The yield is 0.740. (5) The reactants are [Cl:1][C:2]1[CH:7]=[CH:6][C:5](I)=[CH:4][CH:3]=1.C([O:11][CH:12](OCC)[CH:13]=[CH2:14])C.C([O-])([O-])=O.[K+].[K+].[Cl-].[K+].Cl. The catalyst is CN(C=O)C.CCOCC.CC([O-])=O.CC([O-])=O.[Pd+2]. The product is [Cl:1][C:2]1[CH:7]=[CH:6][C:5](/[CH:14]=[CH:13]/[CH:12]=[O:11])=[CH:4][CH:3]=1. The yield is 0.740.